From a dataset of Reaction yield outcomes from USPTO patents with 853,638 reactions. Predict the reaction yield, written as a fraction of the theoretical maximum amount of product (1.0 means a 100% yield; for example, 0.34 means a 34% yield). The reactants are [F:1][C:2]([F:12])([F:11])[C:3]1[CH:10]=[CH:9][C:6]([CH2:7]Br)=[CH:5][CH:4]=1.[CH2:13]([NH:20][C:21]([C:23]1[S:27][C:26]([N:28]2[CH:33]=[CH:32][C:31]([OH:34])=[CH:30][C:29]2=[O:35])=[N:25][C:24]=1[CH3:36])=[O:22])[C:14]1[CH:19]=[CH:18][CH:17]=[CH:16][CH:15]=1. No catalyst specified. The product is [CH2:13]([NH:20][C:21]([C:23]1[S:27][C:26]([N:28]2[CH:33]=[CH:32][C:31]([O:34][CH2:7][C:6]3[CH:9]=[CH:10][C:3]([C:2]([F:12])([F:11])[F:1])=[CH:4][CH:5]=3)=[CH:30][C:29]2=[O:35])=[N:25][C:24]=1[CH3:36])=[O:22])[C:14]1[CH:19]=[CH:18][CH:17]=[CH:16][CH:15]=1. The yield is 0.210.